Task: Predict the product of the given reaction.. Dataset: Forward reaction prediction with 1.9M reactions from USPTO patents (1976-2016) (1) Given the reactants [Br:1][C:2]1[C:10]2[C:5](=[CH:6][CH:7]=[N:8][CH:9]=2)[NH:4][CH:3]=1.CN(C1C=CC=CN=1)C.[O:20](C(OC(C)(C)C)=O)[C:21]([O:23][C:24]([CH3:27])([CH3:26])[CH3:25])=O, predict the reaction product. The product is: [C:21]([N:4]1[C:5]2[C:10](=[CH:9][N:8]=[CH:7][CH:6]=2)[C:2]([Br:1])=[CH:3]1)([O:23][C:24]([CH3:27])([CH3:26])[CH3:25])=[O:20]. (2) Given the reactants Br[C:2]1[S:3][C:4]2[C:18]([CH3:20])([CH3:19])[C:17]3[C:21]4[N:6]([C:7]5[CH:8]=[CH:9][CH:10]=[CH:11][C:12]=5[C:13]=4[CH:14]=[CH:15][CH:16]=3)[C:5]=2[CH:22]=1.C([Li])CCC.[B:28](OC)([O:31]C)[O:29]C, predict the reaction product. The product is: [CH3:20][C:18]1([CH3:19])[C:17]2[C:21]3[N:6]([C:7]4[CH:8]=[CH:9][CH:10]=[CH:11][C:12]=4[C:13]=3[CH:14]=[CH:15][CH:16]=2)[C:5]2[CH:22]=[C:2]([B:28]([OH:31])[OH:29])[S:3][C:4]1=2. (3) Given the reactants [C:1]1(C2C=CC=CC=2)[CH2:2][C:3](CNCCCNCCCNCC(C)C)([CH2:21][NH:22][CH2:23][CH2:24][CH2:25][NH:26][CH2:27][CH2:28][CH2:29][NH:30][CH2:31][CH:32]([CH3:34])[CH3:33])[CH:4]=[C:5]([CH2:7][NH:8][CH2:9][CH2:10][CH2:11][NH:12][CH2:13][CH2:14][CH2:15][NH:16][CH2:17][CH:18]([CH3:20])[CH3:19])[CH:6]=1.[ClH:55], predict the reaction product. The product is: [ClH:55].[C:1]1([C:1]2[CH:2]=[CH:3][CH:4]=[C:5]([CH2:7][NH:8][CH2:9][CH2:10][CH2:11][NH:12][CH2:13][CH2:14][CH2:15][NH:16][CH2:17][CH:18]([CH3:20])[CH3:19])[CH:6]=2)[CH:6]=[C:5]([CH2:7][NH:8][CH2:9][CH2:10][CH2:11][NH:12][CH2:13][CH2:14][CH2:15][NH:16][CH2:17][CH:18]([CH3:20])[CH3:19])[CH:4]=[C:3]([CH2:21][NH:22][CH2:23][CH2:24][CH2:25][NH:26][CH2:27][CH2:28][CH2:29][NH:30][CH2:31][CH:32]([CH3:34])[CH3:33])[CH:2]=1. (4) Given the reactants [Br:1][C:2]1[CH:3]=[C:4]([O:27][C:28]2[CH:33]=[CH:32][CH:31]=[CH:30][CH:29]=2)[C:5]([NH:8][C:9]2[S:10][CH:11]=[C:12]([CH:14]3[CH2:19][CH2:18][N:17](C(OC(C)(C)C)=O)[CH2:16][CH2:15]3)[N:13]=2)=[N:6][CH:7]=1.CO.[ClH:36], predict the reaction product. The product is: [ClH:36].[ClH:36].[Br:1][C:2]1[CH:3]=[C:4]([O:27][C:28]2[CH:33]=[CH:32][CH:31]=[CH:30][CH:29]=2)[C:5]([NH:8][C:9]2[S:10][CH:11]=[C:12]([CH:14]3[CH2:19][CH2:18][NH:17][CH2:16][CH2:15]3)[N:13]=2)=[N:6][CH:7]=1. (5) Given the reactants [CH2:1]([N:3]1[C:11]2[CH:10]=[CH:9][CH:8]=[CH:7][C:6]=2[C:5]2[N:12]=[C:13]([C:16](OC)=[O:17])[CH:14]=[CH:15][C:4]1=2)[CH3:2].[H-].C([Al+]CC(C)C)C(C)C.C(O)C.S(=O)(=O)(O)O, predict the reaction product. The product is: [CH2:1]([N:3]1[C:11]2[CH:10]=[CH:9][CH:8]=[CH:7][C:6]=2[C:5]2[N:12]=[C:13]([CH2:16][OH:17])[CH:14]=[CH:15][C:4]1=2)[CH3:2]. (6) Given the reactants Br[C:2]1[CH:11]=[C:10]2[C:5]([C:6](=[O:12])[CH:7]=[N:8][NH:9]2)=[CH:4][CH:3]=1.O1CCOCC1.[CH2:19]([SH:26])[C:20]1[CH:25]=[CH:24][CH:23]=[CH:22][CH:21]=1.CCN(C(C)C)C(C)C, predict the reaction product. The product is: [CH2:19]([S:26][C:2]1[CH:11]=[C:10]2[C:5]([C:6](=[O:12])[CH:7]=[N:8][NH:9]2)=[CH:4][CH:3]=1)[C:20]1[CH:25]=[CH:24][CH:23]=[CH:22][CH:21]=1. (7) Given the reactants [CH:1](=O)[C:2]1[CH:7]=[CH:6][C:5]([O:8][CH3:9])=[CH:4][CH:3]=1.[CH2:11]([CH:13](C(O)=O)[C:14]([OH:16])=[O:15])[CH3:12].C([O-])(=O)C.[NH4+].C(O)(=O)C, predict the reaction product. The product is: [CH2:11](/[C:13](=[CH:1]\[C:2]1[CH:7]=[CH:6][C:5]([O:8][CH3:9])=[CH:4][CH:3]=1)/[C:14]([OH:16])=[O:15])[CH3:12].